This data is from Full USPTO retrosynthesis dataset with 1.9M reactions from patents (1976-2016). The task is: Predict the reactants needed to synthesize the given product. (1) Given the product [Cl:1][C:2]1[C:7]([F:8])=[CH:6][CH:5]=[C:4]([F:9])[C:3]=1[C:10]1[C:11](=[O:27])[N:12]([CH2:35][CH:36]([F:38])[F:37])[C:13]2[C:18]([C:19]=1[OH:20])=[CH:17][CH:16]=[CH:15][N:14]=2, predict the reactants needed to synthesize it. The reactants are: [Cl:1][C:2]1[C:7]([F:8])=[CH:6][CH:5]=[C:4]([F:9])[C:3]=1[C:10]1[C:11](=[O:27])[NH:12][C:13]2[C:18]([C:19]=1[O:20]C(=O)C(C)(C)C)=[CH:17][CH:16]=[CH:15][N:14]=2.C(=O)([O-])[O-].[K+].[K+].Br[CH2:35][CH:36]([F:38])[F:37]. (2) Given the product [NH2:1][C:2]1[C:3]([C:8]2[CH:17]=[CH:16][C:11]([C:12]([O:14][CH3:15])=[O:13])=[C:10]([F:18])[CH:9]=2)=[N:4][C:5]([Br:26])=[CH:6][N:7]=1, predict the reactants needed to synthesize it. The reactants are: [NH2:1][C:2]1[C:3]([C:8]2[CH:17]=[CH:16][C:11]([C:12]([O:14][CH3:15])=[O:13])=[C:10]([F:18])[CH:9]=2)=[N:4][CH:5]=[CH:6][N:7]=1.C1C(=O)N([Br:26])C(=O)C1.C(=O)(O)[O-].[Na+]. (3) Given the product [CH:1]1([C:6]([C:15]2[CH:14]=[CH:13][C:11]([OH:12])=[C:10]([CH3:9])[C:16]=2[OH:17])=[O:7])[CH2:5][CH2:4][CH2:3][CH2:2]1, predict the reactants needed to synthesize it. The reactants are: [CH:1]1([C:6](Cl)=[O:7])[CH2:5][CH2:4][CH2:3][CH2:2]1.[CH3:9][C:10]1[C:16]([OH:17])=[CH:15][CH:14]=[CH:13][C:11]=1[OH:12].[Cl-].[Cl-].[Cl-].[Al+3]. (4) Given the product [CH3:1][O:2][C:3]([C:5]1[CH:9]=[C:8]([O:10][C:11]2[CH:16]=[CH:15][CH:14]=[CH:13][C:12]=2[NH:17][C:35]([NH:34][C:31]2[CH:32]=[CH:33][C:28]([C:24]([CH3:27])([CH3:26])[CH3:25])=[CH:29][CH:30]=2)=[O:36])[N:7]([C:18]2[CH:23]=[CH:22][CH:21]=[CH:20][CH:19]=2)[N:6]=1)=[O:4], predict the reactants needed to synthesize it. The reactants are: [CH3:1][O:2][C:3]([C:5]1[CH:9]=[C:8]([O:10][C:11]2[CH:16]=[CH:15][CH:14]=[CH:13][C:12]=2[NH2:17])[N:7]([C:18]2[CH:23]=[CH:22][CH:21]=[CH:20][CH:19]=2)[N:6]=1)=[O:4].[C:24]([C:28]1[CH:33]=[CH:32][C:31]([N:34]=[C:35]=[O:36])=[CH:30][CH:29]=1)([CH3:27])([CH3:26])[CH3:25].C(N(CC)CC)C. (5) Given the product [CH3:1][C:2]1([CH3:17])[C:18]2[C:23](=[CH:22][CH:21]=[CH:20][CH:19]=2)[C:5]([C:6]2[CH:11]=[CH:10][C:9]([C:12]([F:15])([F:14])[F:13])=[CH:8][CH:7]=2)=[N:4][CH2:3]1, predict the reactants needed to synthesize it. The reactants are: [CH3:1][C:2]([C:18]1[CH:23]=[CH:22][CH:21]=[CH:20][CH:19]=1)([CH3:17])[CH2:3][NH:4][C:5](=O)[C:6]1[CH:11]=[CH:10][C:9]([C:12]([F:15])([F:14])[F:13])=[CH:8][CH:7]=1.O=P12OP3(OP(OP(O3)(O1)=O)(=O)O2)=O.P(Cl)(Cl)(Cl)=O.[OH-].[Na+].